From a dataset of Reaction yield outcomes from USPTO patents with 853,638 reactions. Predict the reaction yield, written as a fraction of the theoretical maximum amount of product (1.0 means a 100% yield; for example, 0.34 means a 34% yield). (1) The reactants are C([Li])CCC.[CH:6]([NH:9][CH:10]([CH3:12])C)([CH3:8])C.FC1[C:19]([I:20])=CC=CN=1.[C:21](O[C:21](=O)[CH:22]([CH3:24])[CH3:23])(=O)[CH:22]([CH3:24])[CH3:23].O.[NH2:33][NH2:34]. The catalyst is CCCCCC.O1CCCC1.O.C(OCC)(=O)C. The product is [I:20][C:19]1[CH:8]=[CH:6][N:9]=[C:10]2[NH:33][N:34]=[C:21]([CH:22]([CH3:24])[CH3:23])[C:12]=12. The yield is 0.420. (2) The reactants are [Cl:1][C:2]1[CH:10]=[C:9]2[C:5]([C:6]([C:11]([N:13]3[CH2:18][CH2:17][C:16]4([C:22]5[CH:23]=[CH:24][CH:25]=[CH:26][C:21]=5[CH2:20][O:19]4)[CH2:15][CH2:14]3)=[O:12])=[CH:7][NH:8]2)=[CH:4][CH:3]=1.Cl[CH2:28][CH2:29][N:30]1[CH2:35][CH2:34][O:33][CH2:32][CH2:31]1. No catalyst specified. The product is [Cl:1][C:2]1[CH:10]=[C:9]2[C:5]([C:6]([C:11]([N:13]3[CH2:18][CH2:17][C:16]4([C:22]5[CH:23]=[CH:24][CH:25]=[CH:26][C:21]=5[CH2:20][O:19]4)[CH2:15][CH2:14]3)=[O:12])=[CH:7][N:8]2[CH2:28][CH2:29][N:30]2[CH2:35][CH2:34][O:33][CH2:32][CH2:31]2)=[CH:4][CH:3]=1. The yield is 0.500. (3) The reactants are Cl[C:2]1[C:11]2[C:6](=[CH:7][C:8]([O:14][CH2:15][CH2:16][N:17]3[CH:21]=[CH:20][N:19]=[N:18]3)=[C:9]([C:12]#[N:13])[CH:10]=2)[N:5]=[CH:4][CH:3]=1.[NH2:22][C:23]1[CH:24]=[C:25]2[C:29](=[CH:30][CH:31]=1)[NH:28][CH:27]=[CH:26]2. No catalyst specified. The product is [C:12]([C:9]1[CH:10]=[C:11]2[C:6](=[CH:7][C:8]=1[O:14][CH2:15][CH2:16][N:17]1[CH:21]=[CH:20][N:19]=[N:18]1)[N:5]=[CH:4][CH:3]=[C:2]2[NH:22][C:23]1[CH:24]=[C:25]2[C:29](=[CH:30][CH:31]=1)[NH:28][CH:27]=[CH:26]2)#[N:13]. The yield is 0.860. (4) The reactants are [C:1]([O:5][C:6]([N:8]1[CH2:13][CH:12]2[CH2:14][CH:9]1[CH2:10][NH:11]2)=[O:7])([CH3:4])([CH3:3])[CH3:2].[Cl:15][CH2:16][CH2:17][CH2:18]I.C([O-])([O-])=O.[K+].[K+]. The catalyst is CC(C)=O. The product is [C:1]([O:5][C:6]([N:8]1[CH2:13][CH:12]2[CH2:14][CH:9]1[CH2:10][N:11]2[CH2:18][CH2:17][CH2:16][Cl:15])=[O:7])([CH3:4])([CH3:2])[CH3:3]. The yield is 0.690. (5) The reactants are [C:1]1([CH2:9][OH:10])[CH:6]=[CH:5][C:4]([CH2:7][OH:8])=[CH:3][CH:2]=1.F[C:12]1[CH:17]=[CH:16][CH:15]=[CH:14][N:13]=1.CN(C)C=O.[H-].[Na+]. The catalyst is O. The product is [N:13]1[CH:14]=[CH:15][CH:16]=[CH:17][C:12]=1[O:8][CH2:7][C:4]1[CH:5]=[CH:6][C:1]([CH2:9][OH:10])=[CH:2][CH:3]=1. The yield is 0.660. (6) The reactants are [F:1][C:2]1[CH:3]=[C:4]([CH:14]([NH:16][C:17]([C:19]2[N:20]=[C:21](Cl)[O:22][CH:23]=2)=[O:18])[CH3:15])[CH:5]=[C:6]([F:13])[C:7]=1[NH:8][S:9]([CH3:12])(=[O:11])=[O:10].[CH:25]([C:28]1[CH:33]=[CH:32][CH:31]=[CH:30][C:29]=1[OH:34])([CH3:27])[CH3:26]. No catalyst specified. The product is [F:1][C:2]1[CH:3]=[C:4]([CH:14]([NH:16][C:17]([C:19]2[N:20]=[C:21]([O:34][C:29]3[CH:30]=[CH:31][CH:32]=[CH:33][C:28]=3[CH:25]([CH3:27])[CH3:26])[O:22][CH:23]=2)=[O:18])[CH3:15])[CH:5]=[C:6]([F:13])[C:7]=1[NH:8][S:9]([CH3:12])(=[O:11])=[O:10]. The yield is 0.970.